The task is: Predict the reaction yield, written as a fraction of the theoretical maximum amount of product (1.0 means a 100% yield; for example, 0.34 means a 34% yield).. This data is from Reaction yield outcomes from USPTO patents with 853,638 reactions. (1) The reactants are [F:1][C:2]([F:19])([F:18])[C:3]1[CH:12]=[C:11]([C:13]([F:16])([F:15])[F:14])[CH:10]=[C:9]2[C:4]=1[CH:5]=[CH:6][C:7]([NH2:17])=[N:8]2.Br[CH2:21][C:22](=O)[C:23]([O:25][CH2:26][CH3:27])=[O:24]. The catalyst is CN(C=O)C. The product is [F:19][C:2]([F:1])([F:18])[C:3]1[CH:12]=[C:11]([C:13]([F:15])([F:16])[F:14])[CH:10]=[C:9]2[C:4]=1[CH:5]=[CH:6][C:7]1[N:8]2[CH:21]=[C:22]([C:23]([O:25][CH2:26][CH3:27])=[O:24])[N:17]=1. The yield is 0.526. (2) The reactants are [NH2:1][C@:2]12[CH2:37][CH2:36][C@@H:35]([C:38]([CH3:40])=[CH2:39])[C@@H:3]1[C@@H:4]1[C@@:17]([CH3:20])([CH2:18][CH2:19]2)[C@@:16]2([CH3:21])[C@@H:7]([C@:8]3([CH3:34])[C@@H:13]([CH2:14][CH2:15]2)[C:12]([CH3:23])([CH3:22])[C:11]([C:24]2[CH:33]=[CH:32][C:27]([C:28]([O:30]C)=[O:29])=[CH:26][CH:25]=2)=[CH:10][CH2:9]3)[CH2:6][CH2:5]1.CN(C)CCC(N[C@]12CC[C@@H](C(C)=C)[C@@H]1[C@@H]1[C@@](C)(CC2)[C@@]2(C)[C@@H]([C@]3(C)[C@@H](CC2)C(C)(C)C(C2C=CC(C(O)=O)=CC=2)=CC3)CC1)=O.[CH3:87][N:88]([CH3:94])[C:89](=[O:93])[C:90](O)=[O:91]. No catalyst specified. The product is [CH3:87][N:88]([CH3:94])[C:89](=[O:93])[C:90]([NH:1][C@:2]12[CH2:37][CH2:36][C@@H:35]([C:38]([CH3:40])=[CH2:39])[C@@H:3]1[C@@H:4]1[C@@:17]([CH3:20])([CH2:18][CH2:19]2)[C@@:16]2([CH3:21])[C@@H:7]([C@:8]3([CH3:34])[C@@H:13]([CH2:14][CH2:15]2)[C:12]([CH3:23])([CH3:22])[C:11]([C:24]2[CH:33]=[CH:32][C:27]([C:28]([OH:30])=[O:29])=[CH:26][CH:25]=2)=[CH:10][CH2:9]3)[CH2:6][CH2:5]1)=[O:91]. The yield is 0.130. (3) The reactants are [CH2:1]([CH:3]1[C:11]2[C:6](=[CH:7][CH:8]=[C:9]([C:12]3[CH:13]=[N:14][N:15]([CH3:17])[CH:16]=3)[CH:10]=2)[NH:5][CH2:4]1)[CH3:2].Br[C:19]1[C:23]2[CH2:24][N:25]([C:28](=[O:30])[CH3:29])[CH2:26][CH2:27][C:22]=2[N:21]([CH:31]2[CH2:35][CH2:34][O:33][CH2:32]2)[N:20]=1.C(O[Na])(C)(C)C.COC(C)(C)C.C1(P(C2CCCCC2)C2C=CC=CC=2C2C(OC(C)C)=CC=CC=2OC(C)C)CCCCC1. The catalyst is O1CCOCC1.O. The product is [CH2:1]([CH:3]1[C:11]2[C:6](=[CH:7][CH:8]=[C:9]([C:12]3[CH:13]=[N:14][N:15]([CH3:17])[CH:16]=3)[CH:10]=2)[N:5]([C:19]2[C:23]3[CH2:24][N:25]([C:28](=[O:30])[CH3:29])[CH2:26][CH2:27][C:22]=3[N:21]([CH:31]3[CH2:35][CH2:34][O:33][CH2:32]3)[N:20]=2)[CH2:4]1)[CH3:2]. The yield is 0.110. (4) The reactants are [Cl:1][C:2]1[N:7]=[C:6](Cl)[C:5]([CH3:9])=[CH:4][N:3]=1.[NH2:10][CH:11]1[CH2:16][CH2:15][C:14]2([CH2:21][CH2:20][N:19]([C:22]([O:24][C:25]([CH3:28])([CH3:27])[CH3:26])=[O:23])[CH2:18][CH2:17]2)[CH2:13][CH2:12]1.CCN(CC)CC. The catalyst is CCO. The product is [Cl:1][C:2]1[N:7]=[C:6]([NH:10][CH:11]2[CH2:12][CH2:13][C:14]3([CH2:21][CH2:20][N:19]([C:22]([O:24][C:25]([CH3:26])([CH3:27])[CH3:28])=[O:23])[CH2:18][CH2:17]3)[CH2:15][CH2:16]2)[C:5]([CH3:9])=[CH:4][N:3]=1. The yield is 0.240. (5) The reactants are [C:1]([C:3]1[N:7]2[CH2:8][CH2:9][N:10]([CH3:24])[C:11]3([CH2:16][CH2:15][N:14](C(OC(C)(C)C)=O)[CH2:13][CH2:12]3)[C:6]2=[CH:5][CH:4]=1)#[N:2].[ClH:25]. The catalyst is O1CCOCC1. The product is [ClH:25].[ClH:25].[CH3:24][N:10]1[C:11]2([CH2:16][CH2:15][NH:14][CH2:13][CH2:12]2)[C:6]2=[CH:5][CH:4]=[C:3]([C:1]#[N:2])[N:7]2[CH2:8][CH2:9]1. The yield is 0.990. (6) The reactants are [C:1]([O:5][C:6]([N:8]1[CH2:12][CH2:11][CH:10]([C:13]2[CH:14]=[C:15]([CH:19]=[CH:20][CH:21]=2)[C:16]([OH:18])=O)[CH2:9]1)=[O:7])([CH3:4])([CH3:3])[CH3:2].C1C=CC2N(O)N=NC=2C=1.CCN=C=NCCCN(C)C.[NH2:43][CH2:44][CH:45]([OH:57])[CH2:46][N:47]1[CH2:56][CH2:55][C:54]2[C:49](=[CH:50][CH:51]=[CH:52][CH:53]=2)[CH2:48]1. The catalyst is CN(C=O)C.O. The product is [CH2:48]1[C:49]2[C:54](=[CH:53][CH:52]=[CH:51][CH:50]=2)[CH2:55][CH2:56][N:47]1[CH2:46][CH:45]([OH:57])[CH2:44][NH:43][C:16]([C:15]1[CH:14]=[C:13]([CH:10]2[CH2:11][CH2:12][N:8]([C:6]([O:5][C:1]([CH3:2])([CH3:3])[CH3:4])=[O:7])[CH2:9]2)[CH:21]=[CH:20][CH:19]=1)=[O:18]. The yield is 0.920.